This data is from Catalyst prediction with 721,799 reactions and 888 catalyst types from USPTO. The task is: Predict which catalyst facilitates the given reaction. (1) Reactant: [CH2:1]([OH:23])[C@H:2]1[O:7][C@H:6]([O:8][C@:9]2([CH2:18][OH:19])[O:13][C@H:12]([CH2:14][OH:15])[C@@H:11]([OH:16])[C@@H:10]2[OH:17])[C@H:5]([OH:20])[C@@H:4]([OH:21])[C@@H:3]1[OH:22].[P:24]([O-:28])([O-:27])([O-:26])=[O:25].[Na+].[Na+].[Na+]. Product: [CH2:1]([OH:23])[C@H:2]1[O:7][C@H:6]([O:8][C@:9]2([CH2:18][OH:19])[O:13][C@H:12]([CH2:14][OH:15])[C@@H:11]([OH:16])[C@@H:10]2[OH:17])[C@H:5]([OH:20])[C@@H:4]([OH:21])[C@@H:3]1[OH:22].[P:24]([O-:28])([O-:27])([O-:26])=[O:25]. The catalyst class is: 6. (2) Product: [CH3:1][C:2]1[CH:3]=[CH:4][C:5]([CH2:6][NH:7][NH:8][C:9]([C:11]2[NH:12][C:13]3[C:18]([C:19]=2[CH3:20])=[CH:17][C:16]([Cl:21])=[CH:15][CH:14]=3)=[O:10])=[CH:22][CH:23]=1. Reactant: [CH3:1][C:2]1[CH:23]=[CH:22][C:5]([CH:6]=[N:7][NH:8][C:9]([C:11]2[NH:12][C:13]3[C:18]([C:19]=2[CH3:20])=[CH:17][C:16]([Cl:21])=[CH:15][CH:14]=3)=[O:10])=[CH:4][CH:3]=1.[BH4-].[Na+]. The catalyst class is: 24. (3) Reactant: [Li][C:2](C)(C)[CH3:3].CCCCC.[C:11]1([S:17]([N:20]2[C:24]3=[N:25][CH:26]=[C:27]([C:29]4[CH:34]=[CH:33][CH:32]=[C:31]([F:35])[CH:30]=4)[CH:28]=[C:23]3[CH:22]=[CH:21]2)(=[O:19])=[O:18])[CH:16]=[CH:15][CH:14]=[CH:13][CH:12]=1.C(I)C. Product: [C:11]1([S:17]([N:20]2[C:24]3=[N:25][CH:26]=[C:27]([C:29]4[CH:34]=[CH:33][CH:32]=[C:31]([F:35])[CH:30]=4)[CH:28]=[C:23]3[CH:22]=[C:21]2[CH2:2][CH3:3])(=[O:19])=[O:18])[CH:16]=[CH:15][CH:14]=[CH:13][CH:12]=1. The catalyst class is: 1. (4) Product: [CH2:28]([O:27][C:21]1[CH:22]=[C:23]([N:35]2[CH2:36][CH2:37][CH2:38][N:32]([CH3:31])[CH2:33][CH2:34]2)[CH:24]=[CH:25][C:20]=1[C:19]([NH:18][C:5]1[CH:4]=[CH:3][C:2]([F:1])=[CH:17][C:6]=1[C:7]([NH:9][C:10]1[CH:15]=[CH:14][C:13]([Cl:16])=[CH:12][N:11]=1)=[O:8])=[O:30])[CH3:29]. The catalyst class is: 633. Reactant: [F:1][C:2]1[CH:3]=[CH:4][C:5]([NH:18][C:19](=[O:30])[C:20]2[CH:25]=[CH:24][C:23](F)=[CH:22][C:21]=2[O:27][CH2:28][CH3:29])=[C:6]([CH:17]=1)[C:7]([NH:9][C:10]1[CH:15]=[CH:14][C:13]([Cl:16])=[CH:12][N:11]=1)=[O:8].[CH3:31][N:32]1[CH2:38][CH2:37][CH2:36][NH:35][CH2:34][CH2:33]1.